Dataset: Reaction yield outcomes from USPTO patents with 853,638 reactions. Task: Predict the reaction yield, written as a fraction of the theoretical maximum amount of product (1.0 means a 100% yield; for example, 0.34 means a 34% yield). (1) The catalyst is CCO.[Pd]. The yield is 0.920. The product is [Si:1]([O:8][CH2:9][CH2:10][N:11]1[N:27]=[CH:26][C:25]2[NH:24][C:23](=[O:28])[C@H:22]([CH3:29])[CH2:21][CH2:20][CH2:19][C@H:18]([NH:30][C:31](=[O:37])[O:32][C:33]([CH3:36])([CH3:35])[CH3:34])[C:17]3[CH:38]=[C:13]([CH:14]=[CH:15][N:16]=3)[C:12]1=2)([C:4]([CH3:6])([CH3:7])[CH3:5])([CH3:3])[CH3:2]. The reactants are [Si:1]([O:8][CH2:9][CH2:10][N:11]1[N:27]=[CH:26][C:25]2[NH:24][C:23](=[O:28])[C@H:22]([CH3:29])[CH:21]=[CH:20][CH2:19][C@H:18]([NH:30][C:31](=[O:37])[O:32][C:33]([CH3:36])([CH3:35])[CH3:34])[C:17]3[CH:38]=[C:13]([CH:14]=[CH:15][N:16]=3)[C:12]1=2)([C:4]([CH3:7])([CH3:6])[CH3:5])([CH3:3])[CH3:2]. (2) The reactants are C(N(C(C)C)CC)(C)C.Cl.[NH2:11][CH2:12][C:13]1([OH:19])[CH2:18][CH2:17][CH2:16][CH2:15][CH2:14]1.[O:20]=[C:21]1[C:25]([C:26]2[CH:31]=[CH:30][C:29]([C:32]([F:35])([F:34])[F:33])=[CH:28][CH:27]=2)=[N:24][C:23]2([CH2:39][CH2:38][CH2:37][CH2:36]2)[N:22]1[CH2:40][C:41](O)=[O:42].CN(C(ON1N=NC2C=CC=NC1=2)=[N+](C)C)C.F[P-](F)(F)(F)(F)F.CN(C=O)C. The catalyst is C(Cl)Cl. The product is [OH:19][C:13]1([CH2:12][NH:11][C:41](=[O:42])[CH2:40][N:22]2[C:23]3([CH2:36][CH2:37][CH2:38][CH2:39]3)[N:24]=[C:25]([C:26]3[CH:31]=[CH:30][C:29]([C:32]([F:33])([F:34])[F:35])=[CH:28][CH:27]=3)[C:21]2=[O:20])[CH2:18][CH2:17][CH2:16][CH2:15][CH2:14]1. The yield is 0.310.